This data is from Forward reaction prediction with 1.9M reactions from USPTO patents (1976-2016). The task is: Predict the product of the given reaction. (1) Given the reactants CC1(C)C(C)(C)OB([C:9]2[C:10]([NH2:15])=[N:11][CH:12]=[CH:13][CH:14]=2)O1.Br[C:18]1[CH:30]=[CH:29][C:21]([C:22]([O:24][C:25]([CH3:28])([CH3:27])[CH3:26])=[O:23])=[C:20]([F:31])[CH:19]=1, predict the reaction product. The product is: [NH2:15][C:10]1[C:9]([C:18]2[CH:30]=[CH:29][C:21]([C:22]([O:24][C:25]([CH3:28])([CH3:26])[CH3:27])=[O:23])=[C:20]([F:31])[CH:19]=2)=[CH:14][CH:13]=[CH:12][N:11]=1. (2) Given the reactants [OH:1][CH:2]1[CH:7]([C:8]2[CH:13]=[CH:12][C:11]([OH:14])=[CH:10][CH:9]=2)[CH2:6][CH2:5][N:4]([C:15]([O:17][C:18]([CH3:21])([CH3:20])[CH3:19])=[O:16])[CH2:3]1.[Br:22][CH2:23][CH2:24][CH2:25][O:26][CH2:27][C:28]1[CH:33]=[CH:32][CH:31]=[CH:30][CH:29]=1.[C:34](=O)([O-])[O-].[K+].[K+], predict the reaction product. The product is: [CH2:27]([O:26][CH2:25][CH2:24][CH2:23][O:14][C:11]1[CH:10]=[CH:9][C:8]([CH:7]2[CH2:6][CH2:5][N:4]([C:15]([O:17][C:18]([CH3:21])([CH3:20])[CH3:19])=[O:16])[CH2:3][CH:2]2[OH:1])=[CH:13][CH:12]=1)[C:28]1[CH:33]=[CH:32][CH:31]=[CH:30][CH:29]=1.[Br:22][CH2:23][C:5]1[CH:6]=[CH:7][C:8]2[C:9](=[CH:10][CH:11]=[CH:12][CH:13]=2)[CH:34]=1.